Dataset: Forward reaction prediction with 1.9M reactions from USPTO patents (1976-2016). Task: Predict the product of the given reaction. (1) Given the reactants [NH:1]1[C:9]2[C:4](=[CH:5][CH:6]=[CH:7][CH:8]=2)[CH2:3][CH2:2]1.[Br:10][CH2:11][CH2:12][CH2:13][CH2:14][C:15](Cl)=[O:16], predict the reaction product. The product is: [Br:10][CH2:11][CH2:12][CH2:13][CH2:14][C:15]([N:1]1[C:9]2[C:4](=[CH:5][CH:6]=[CH:7][CH:8]=2)[CH2:3][CH2:2]1)=[O:16]. (2) Given the reactants [N:1]1[CH:6]=[CH:5][CH:4]=[C:3]([CH2:7][NH:8][C:9]([C:11]2[CH:34]=[CH:33][C:14]3[N:15]([C:18]4[CH:32]=[CH:31][C:21]([O:22][CH:23]5[CH2:26][CH:25]([C:27](OC)=[O:28])[CH2:24]5)=[CH:20][CH:19]=4)[CH:16]=[N:17][C:13]=3[CH:12]=2)=[O:10])[CH:2]=1.[BH4-].[Na+].CO, predict the reaction product. The product is: [OH:28][CH2:27][CH:25]1[CH2:24][CH:23]([O:22][C:21]2[CH:20]=[CH:19][C:18]([N:15]3[C:14]4[CH:33]=[CH:34][C:11]([C:9]([NH:8][CH2:7][C:3]5[CH:2]=[N:1][CH:6]=[CH:5][CH:4]=5)=[O:10])=[CH:12][C:13]=4[N:17]=[CH:16]3)=[CH:32][CH:31]=2)[CH2:26]1.